The task is: Predict the product of the given reaction.. This data is from Forward reaction prediction with 1.9M reactions from USPTO patents (1976-2016). (1) Given the reactants [N:1]1[CH:6]=[CH:5][CH:4]=[C:3]([CH2:7][OH:8])[CH:2]=1.[Cl:9][C:10]1[C:15]([Cl:16])=[CH:14][CH:13]=[CH:12][C:11]=1[S:17]([NH:20][C:21]1[C:26](Cl)=[N:25][C:24]([Cl:28])=[CH:23][N:22]=1)(=[O:19])=[O:18], predict the reaction product. The product is: [Cl:28][C:24]1[N:25]=[C:26]([O:8][CH2:7][C:3]2[CH:2]=[N:1][CH:6]=[CH:5][CH:4]=2)[C:21]([NH:20][S:17]([C:11]2[CH:12]=[CH:13][CH:14]=[C:15]([Cl:16])[C:10]=2[Cl:9])(=[O:19])=[O:18])=[N:22][CH:23]=1. (2) Given the reactants [F:1][C:2]1[CH:7]=[CH:6][C:5]([N:8]2[C:12]3[CH:13]=[C:14]4[C@:19]([C:21]([OH:23])=[O:22])([CH2:20][C:11]=3[CH:10]=[N:9]2)[CH2:18][N:17]([S:24]([C:27]2[CH:32]=[CH:31][CH:30]=[C:29]([N:33]3[CH2:37][CH2:36][CH2:35][CH2:34]3)[CH:28]=2)(=[O:26])=[O:25])[CH2:16][CH2:15]4)=[CH:4][CH:3]=1.I[CH2:39][CH3:40], predict the reaction product. The product is: [CH2:39]([O:22][C:21]([C@@:19]12[CH2:18][N:17]([S:24]([C:27]3[CH:32]=[CH:31][CH:30]=[C:29]([N:33]4[CH2:34][CH2:35][CH2:36][CH2:37]4)[CH:28]=3)(=[O:26])=[O:25])[CH2:16][CH2:15][C:14]1=[CH:13][C:12]1[N:8]([C:5]3[CH:4]=[CH:3][C:2]([F:1])=[CH:7][CH:6]=3)[N:9]=[CH:10][C:11]=1[CH2:20]2)=[O:23])[CH3:40].